Task: Predict the reactants needed to synthesize the given product.. Dataset: Full USPTO retrosynthesis dataset with 1.9M reactions from patents (1976-2016) (1) Given the product [OH:39][C@H:26]([C:27]1[CH:32]=[CH:31][C:30]([OH:33])=[C:29]([NH:34][S:35]([CH3:38])(=[O:36])=[O:37])[CH:28]=1)[CH2:25][NH:24][CH2:23][CH:20]1[CH2:21][CH2:22][N:17]([C:14]2[CH:15]=[CH:16][C:11]([C:10]([N:6]3[CH2:7][CH2:8][CH2:9][C@H:5]3[C:3]([OH:4])=[O:2])=[O:40])=[CH:12][CH:13]=2)[CH2:18][CH2:19]1, predict the reactants needed to synthesize it. The reactants are: C[O:2][C:3]([C@@H:5]1[CH2:9][CH2:8][CH2:7][N:6]1[C:10](=[O:40])[C:11]1[CH:16]=[CH:15][C:14]([N:17]2[CH2:22][CH2:21][CH:20]([CH2:23][NH:24][CH2:25][C@H:26]([OH:39])[C:27]3[CH:32]=[CH:31][C:30]([OH:33])=[C:29]([NH:34][S:35]([CH3:38])(=[O:37])=[O:36])[CH:28]=3)[CH2:19][CH2:18]2)=[CH:13][CH:12]=1)=[O:4].Cl. (2) The reactants are: Cl[C:2]([F:11])([C:7]([F:10])([F:9])[F:8])[C:3]([F:6])([F:5])[F:4].[F:12]C(F)(F)C(F)=C(F)F.FC(F)(F)C(F)C(F)(F)F. Given the product [F:4][C:3]([F:6])([F:5])[C:2]([F:11])([F:12])[C:7]([F:10])([F:9])[F:8], predict the reactants needed to synthesize it. (3) Given the product [Cl:1][CH2:2][C:3]([O:10][CH2:9][CH2:8][CH:7]([CH3:6])[CH2:11][CH2:12][C:13]1[CH:18]=[CH:17][CH:16]=[CH:15][CH:14]=1)=[O:4], predict the reactants needed to synthesize it. The reactants are: [Cl:1][CH2:2][C:3](Cl)=[O:4].[CH3:6][CH:7]([CH2:11][CH2:12][C:13]1[CH:18]=[CH:17][CH:16]=[CH:15][CH:14]=1)[CH2:8][CH2:9][OH:10].N1C=CC=CC=1. (4) Given the product [C:20]([O:24][C:25](=[O:32])[NH:26][C@H:27]1[CH2:31][CH2:30][N:29]([C:2]2[C:11]3[C:6](=[CH:7][C:8]([CH3:12])=[CH:9][CH:10]=3)[N:5]=[C:4]([C:13]3[CH:18]=[CH:17][CH:16]=[CH:15][C:14]=3[OH:19])[N:3]=2)[CH2:28]1)([CH3:23])([CH3:21])[CH3:22], predict the reactants needed to synthesize it. The reactants are: Cl[C:2]1[C:11]2[C:6](=[CH:7][C:8]([CH3:12])=[CH:9][CH:10]=2)[N:5]=[C:4]([C:13]2[CH:18]=[CH:17][CH:16]=[CH:15][C:14]=2[OH:19])[N:3]=1.[C:20]([O:24][C:25](=[O:32])[NH:26][C@H:27]1[CH2:31][CH2:30][NH:29][CH2:28]1)([CH3:23])([CH3:22])[CH3:21].C(N(CC)CC)C.